From a dataset of NCI-60 drug combinations with 297,098 pairs across 59 cell lines. Regression. Given two drug SMILES strings and cell line genomic features, predict the synergy score measuring deviation from expected non-interaction effect. Drug 1: CC12CCC3C(C1CCC2=O)CC(=C)C4=CC(=O)C=CC34C. Drug 2: CC(C1=C(C=CC(=C1Cl)F)Cl)OC2=C(N=CC(=C2)C3=CN(N=C3)C4CCNCC4)N. Cell line: HOP-92. Synergy scores: CSS=20.8, Synergy_ZIP=-2.33, Synergy_Bliss=-6.03, Synergy_Loewe=-11.3, Synergy_HSA=-6.05.